This data is from Full USPTO retrosynthesis dataset with 1.9M reactions from patents (1976-2016). The task is: Predict the reactants needed to synthesize the given product. (1) Given the product [C:1]([O:5][C:6]([N:8]1[CH2:17][C:16]([CH3:19])([CH3:18])[C:15]2[C:10](=[CH:11][C:12]([NH:20][C:21]([C:23]3[C:24]([NH:41][CH2:40][C:39]4[CH:38]=[CH:37][N:36]=[C:35]5[NH:31][CH2:32][CH2:33][C:34]=45)=[N:25][CH:26]=[CH:27][CH:28]=3)=[O:22])=[CH:13][CH:14]=2)[CH2:9]1)=[O:7])([CH3:4])([CH3:3])[CH3:2], predict the reactants needed to synthesize it. The reactants are: [C:1]([O:5][C:6]([N:8]1[CH2:17][C:16]([CH3:19])([CH3:18])[C:15]2[C:10](=[CH:11][C:12]([NH:20][C:21]([C:23]3[C:24](F)=[N:25][CH:26]=[CH:27][CH:28]=3)=[O:22])=[CH:13][CH:14]=2)[CH2:9]1)=[O:7])([CH3:4])([CH3:3])[CH3:2].Cl.[NH:31]1[C:35]2=[N:36][CH:37]=[CH:38][C:39]([CH2:40][NH2:41])=[C:34]2[CH2:33][CH2:32]1.CCN(C(C)C)C(C)C. (2) The reactants are: [CH:1]1([C:4]([N:6]2[CH2:10][CH2:9][C@@H:8]([CH2:11][C:12]([NH:14][C:15]3[N:19]([CH3:20])[N:18]=[CH:17][C:16]=3[C:21]([OH:23])=[O:22])=O)[CH2:7]2)=[O:5])[CH2:3][CH2:2]1.[Cl-].ClC1N(C)CC[NH+]1C.CCN(C(C)C)C(C)C. Given the product [CH:1]1([C:4]([N:6]2[CH2:10][CH2:9][C@@H:8]([CH2:11][C:12]3[O:23][C:21](=[O:22])[CH:16]4[CH:17]=[N:18][N:19]([CH3:20])[CH:15]4[N:14]=3)[CH2:7]2)=[O:5])[CH2:2][CH2:3]1, predict the reactants needed to synthesize it. (3) Given the product [N:5]1([C:3](=[O:4])[CH2:2][S:26][C:22]2[N:21]([C:15]3[CH:20]=[CH:19][CH:18]=[CH:17][CH:16]=3)[CH:25]=[CH:24][N:23]=2)[C:14]2[C:9](=[CH:10][CH:11]=[CH:12][CH:13]=2)[CH2:8][CH2:7][CH2:6]1, predict the reactants needed to synthesize it. The reactants are: Cl[CH2:2][C:3]([N:5]1[C:14]2[C:9](=[CH:10][CH:11]=[CH:12][CH:13]=2)[CH2:8][CH2:7][CH2:6]1)=[O:4].[C:15]1([N:21]2[CH:25]=[CH:24][N:23]=[C:22]2[SH:26])[CH:20]=[CH:19][CH:18]=[CH:17][CH:16]=1. (4) Given the product [N:23]1([C:27]([C:29]2[CH:30]=[C:31]([Cl:36])[C:32]([O:1][C:2]3[CH:3]=[C:4]([CH:14]=[C:15]([O:17][C@H:18]4[CH2:22][CH2:21][O:20][CH2:19]4)[CH:16]=3)[C:5]([NH:7][C:8]3[CH:12]=[CH:11][N:10]([CH3:13])[N:9]=3)=[O:6])=[N:33][CH:34]=2)=[O:28])[CH2:26][CH2:25][CH2:24]1, predict the reactants needed to synthesize it. The reactants are: [OH:1][C:2]1[CH:3]=[C:4]([CH:14]=[C:15]([O:17][C@H:18]2[CH2:22][CH2:21][O:20][CH2:19]2)[CH:16]=1)[C:5]([NH:7][C:8]1[CH:12]=[CH:11][N:10]([CH3:13])[N:9]=1)=[O:6].[N:23]1([C:27]([C:29]2[CH:30]=[C:31]([Cl:36])[C:32](Cl)=[N:33][CH:34]=2)=[O:28])[CH2:26][CH2:25][CH2:24]1.C(=O)([O-])[O-].[Cs+].[Cs+]. (5) Given the product [NH:13]1[C:2]2=[N:11][CH:10]=[CH:9][CH:8]=[C:3]2[C:4]([OH:5])=[N:14]1, predict the reactants needed to synthesize it. The reactants are: Cl[C:2]1[N:11]=[CH:10][CH:9]=[CH:8][C:3]=1[C:4](OC)=[O:5].O.[NH2:13][NH2:14].